Task: Regression. Given a peptide amino acid sequence and an MHC pseudo amino acid sequence, predict their binding affinity value. This is MHC class II binding data.. Dataset: Peptide-MHC class II binding affinity with 134,281 pairs from IEDB (1) The MHC is DRB1_0901 with pseudo-sequence DRB1_0901. The binding affinity (normalized) is 0.126. The peptide sequence is QDPNYVCKHTYVDRG. (2) The peptide sequence is GPLIEGNTSLLWNGP. The MHC is DRB1_0301 with pseudo-sequence DRB1_0301. The binding affinity (normalized) is 0.620. (3) The peptide sequence is YHKFLANVSTVLTGK. The MHC is DRB1_1101 with pseudo-sequence DRB1_1101. The binding affinity (normalized) is 0.594. (4) The MHC is DRB4_0101 with pseudo-sequence DRB4_0103. The binding affinity (normalized) is 0.289. The peptide sequence is SINYRTEIDKPCQHH. (5) The peptide sequence is SGITLKQATTAPCAV. The MHC is DRB5_0101 with pseudo-sequence DRB5_0101. The binding affinity (normalized) is 0.273. (6) The peptide sequence is NSYIAEMETESWIVD. The MHC is DRB1_0301 with pseudo-sequence DRB1_0301. The binding affinity (normalized) is 0.310. (7) The peptide sequence is GPTSDEAGPAVAEQL. The MHC is HLA-DPA10301-DPB10402 with pseudo-sequence HLA-DPA10301-DPB10402. The binding affinity (normalized) is 0.211. (8) The peptide sequence is WMTGRMGERQLQKIE. The MHC is HLA-DQA10201-DQB10303 with pseudo-sequence HLA-DQA10201-DQB10303. The binding affinity (normalized) is 0. (9) The peptide sequence is SQDLELSWNLNELQAY. The MHC is HLA-DQA10101-DQB10501 with pseudo-sequence HLA-DQA10101-DQB10501. The binding affinity (normalized) is 0.848.